Dataset: Experimentally validated miRNA-target interactions with 360,000+ pairs, plus equal number of negative samples. Task: Binary Classification. Given a miRNA mature sequence and a target amino acid sequence, predict their likelihood of interaction. (1) The miRNA is hsa-miR-513b-5p with sequence UUCACAAGGAGGUGUCAUUUAU. The protein sequence of the target gene is MSGFNFGGTGAPAGGFTFGTAKTATTTPATGFSFSASGTGTGGFNFGTPSQPAATTPSTSLFSLTTQTPTTQTPGFNFGTTPASGGTGFSLGISTPKLSLSNAAATPATANTGSFGLGSSTLTNAISSGSTSNQGTAPTGFVFGSSTTSAPSTGSTGFSFTSGSASQPGASGFSLGSVGSSAQPTALSGSPFTPATLVTTTAGATQPAAAAPTAATTSAGSTLFASIAAAPASSSATGLSLPAPVTTAATPSAGTLGFSLKAPGAAPGASTTSTTTTTTTTTTTAAAAAASTTTTGFALS.... Result: 0 (no interaction). (2) The miRNA is mmu-miR-669c-5p with sequence AUAGUUGUGUGUGGAUGUGUGU. The protein sequence of the target gene is MDSVLIHVLIDGLVACVAQLIRIADELLQFILQVQEVPYVEENGRAEETEADAPLPEEPSLPDLPDLSDLDSILTPREDEDLIFDIDQAMLDMDNLYEDTVSGINDDLTGD. Result: 0 (no interaction). (3) The miRNA is hsa-miR-1185-1-3p with sequence AUAUACAGGGGGAGACUCUUAU. The protein sequence of the target gene is MAESENRKELSESSQEEAGNQIMVEGLGEHLERGEDAAAGLGDDGKCGEEAAAGLGEEGENGEDTAAGSGEDGKKGGDTDEDSEADRPKGLIGYVLDTDFVESLPVKVKYRVLALKKLQTRAANLESKFLREFHDIERKFAEMYQPLLEKRRQIINAIYEPTEEECEYKSDSEDCDDEEMCHEEMYGNEEGMVHEYVDEDDGYEDYYYDYAVEEEEEEEEEDDIEATGEENKEEEDPKGIPDFWLTVLKNVDTLTPLIKKYDEPILKLLTDIKVKLSDPGEPLSFTLEFHFKPNEYFKNE.... Result: 0 (no interaction). (4) The miRNA is rno-miR-320-3p with sequence AAAAGCUGGGUUGAGAGGGCGA. The protein sequence of the target gene is MWLDRRGWLRVLGHWRYDLRRPSFTRTWSGDKGPMAETVSTQVGTEGGLRASHQQNGDAGGDAKVELSPGPPKPAGREVEPAPVGGEHPSAAAPGPGKHKKRRGATRERVVPPPKKRRTGVSFGDEHFAETSYYFEGGLRKVRPYYFDFRTYCKGRWVGHSLLHVFSTEFRAQPLAYYEAAVRAGRLQLNEKPVQDLNIVLKDNDFLRNTVHRHEPPVTAEPIRLLAENEDVVVVDKPSSIPVHPCGRFRHNTVIFILGKEHQLKELHPLHRLDRLTSGVLMFAKTAAVSERIHEQVRDR.... Result: 0 (no interaction).